This data is from Orexin1 receptor HTS with 218,158 compounds and 233 confirmed actives. The task is: Binary Classification. Given a drug SMILES string, predict its activity (active/inactive) in a high-throughput screening assay against a specified biological target. (1) The compound is S1(=O)(=O)N(c2c3c1cccc3ccc2)CC(=O)N1CCOCC1. The result is 0 (inactive). (2) The compound is ClC(Cl)(Cl)C(NC(=S)Nc1ccc(/N=N\c2ccccc2)cc1)NC(=O)C. The result is 1 (active). (3) The drug is O=C(N1CCc2c(C1)cccc2)c1c(nn(c1)c1ccccc1)c1c(OC)ccc(OC)c1. The result is 0 (inactive).